From a dataset of Full USPTO retrosynthesis dataset with 1.9M reactions from patents (1976-2016). Predict the reactants needed to synthesize the given product. (1) Given the product [I:1][C:2]1[C:10]2[C:5](=[N:6][CH:7]=[CH:8][CH:9]=2)[N:4]([CH2:21][CH2:20][C:19]([F:24])([F:23])[C:18]([F:26])([F:25])[F:17])[N:3]=1, predict the reactants needed to synthesize it. The reactants are: [I:1][C:2]1[C:10]2[C:5](=[N:6][CH:7]=[CH:8][CH:9]=2)[NH:4][N:3]=1.C(=O)([O-])[O-].[Cs+].[Cs+].[F:17][C:18]([F:26])([F:25])[C:19]([F:24])([F:23])[CH2:20][CH2:21]I. (2) Given the product [Cl:1][C:2]1[C:3]([N:27]([CH:29]([CH3:31])[CH3:30])[CH3:28])=[CH:4][C:5]2[N:11]=[C:10]([C:12]3[CH:17]=[CH:16][CH:15]=[C:14]([N:18]4[C:22]([CH2:23][NH:40][CH:37]([CH3:39])[CH3:38])=[CH:21][N:20]=[N:19]4)[CH:13]=3)[CH2:9][C:8](=[O:25])[NH:7][C:6]=2[CH:26]=1, predict the reactants needed to synthesize it. The reactants are: [Cl:1][C:2]1[C:3]([N:27]([CH:29]([CH3:31])[CH3:30])[CH3:28])=[CH:4][C:5]2[N:11]=[C:10]([C:12]3[CH:17]=[CH:16][CH:15]=[C:14]([N:18]4[C:22]([CH2:23]O)=[CH:21][N:20]=[N:19]4)[CH:13]=3)[CH2:9][C:8](=[O:25])[NH:7][C:6]=2[CH:26]=1.S(Cl)(Cl)=O.[Cl-].[CH:37]([NH2:40])([CH3:39])[CH3:38].